This data is from NCI-60 drug combinations with 297,098 pairs across 59 cell lines. The task is: Regression. Given two drug SMILES strings and cell line genomic features, predict the synergy score measuring deviation from expected non-interaction effect. (1) Drug 1: CC1C(C(CC(O1)OC2CC(CC3=C2C(=C4C(=C3O)C(=O)C5=C(C4=O)C(=CC=C5)OC)O)(C(=O)CO)O)N)O.Cl. Drug 2: CC1CCCC2(C(O2)CC(NC(=O)CC(C(C(=O)C(C1O)C)(C)C)O)C(=CC3=CSC(=N3)C)C)C. Cell line: CCRF-CEM. Synergy scores: CSS=52.0, Synergy_ZIP=0.974, Synergy_Bliss=1.14, Synergy_Loewe=-9.82, Synergy_HSA=0.939. (2) Drug 1: CC1=C(C=C(C=C1)NC2=NC=CC(=N2)N(C)C3=CC4=NN(C(=C4C=C3)C)C)S(=O)(=O)N.Cl. Drug 2: C1CNP(=O)(OC1)N(CCCl)CCCl. Cell line: MDA-MB-231. Synergy scores: CSS=4.85, Synergy_ZIP=4.25, Synergy_Bliss=1.72, Synergy_Loewe=-3.18, Synergy_HSA=1.31. (3) Drug 1: CN1CCC(CC1)COC2=C(C=C3C(=C2)N=CN=C3NC4=C(C=C(C=C4)Br)F)OC. Drug 2: CC1C(C(CC(O1)OC2CC(CC3=C2C(=C4C(=C3O)C(=O)C5=C(C4=O)C(=CC=C5)OC)O)(C(=O)CO)O)N)O.Cl. Cell line: HCT-15. Synergy scores: CSS=40.1, Synergy_ZIP=1.96, Synergy_Bliss=5.90, Synergy_Loewe=3.38, Synergy_HSA=8.66. (4) Drug 1: CN1CCC(CC1)COC2=C(C=C3C(=C2)N=CN=C3NC4=C(C=C(C=C4)Br)F)OC. Drug 2: CC1=C(C=C(C=C1)NC(=O)C2=CC=C(C=C2)CN3CCN(CC3)C)NC4=NC=CC(=N4)C5=CN=CC=C5. Cell line: UACC62. Synergy scores: CSS=9.72, Synergy_ZIP=-1.98, Synergy_Bliss=3.28, Synergy_Loewe=-3.42, Synergy_HSA=3.03. (5) Drug 1: C1=NC(=NC(=O)N1C2C(C(C(O2)CO)O)O)N. Drug 2: COC1=C2C(=CC3=C1OC=C3)C=CC(=O)O2. Cell line: NCI-H460. Synergy scores: CSS=67.8, Synergy_ZIP=-0.486, Synergy_Bliss=0.805, Synergy_Loewe=-25.4, Synergy_HSA=0.522. (6) Cell line: SK-MEL-5. Drug 2: CC1=C(C(=CC=C1)Cl)NC(=O)C2=CN=C(S2)NC3=CC(=NC(=N3)C)N4CCN(CC4)CCO. Drug 1: CC1=CC2C(CCC3(C2CCC3(C(=O)C)OC(=O)C)C)C4(C1=CC(=O)CC4)C. Synergy scores: CSS=-17.4, Synergy_ZIP=12.2, Synergy_Bliss=9.97, Synergy_Loewe=0.00966, Synergy_HSA=-4.76.